Dataset: Full USPTO retrosynthesis dataset with 1.9M reactions from patents (1976-2016). Task: Predict the reactants needed to synthesize the given product. The reactants are: [CH2:1]([O:7][C@H:8]1[CH2:17][CH2:16][C:15]2[CH:14]=[C:13]([C@H:18]3[CH2:27][CH2:26][C@@:20]4([NH:24]C(=O)[O:22][CH2:21]4)[CH2:19]3)[CH:12]=[CH:11][C:10]=2[CH2:9]1)/[CH:2]=[CH:3]\[CH2:4][CH2:5][CH3:6].[OH-].[Li+]. Given the product [NH2:24][C@:20]1([CH2:21][OH:22])[CH2:26][CH2:27][C@H:18]([C:13]2[CH:12]=[CH:11][C:10]3[CH2:9][C@@H:8]([O:7][CH2:1]/[CH:2]=[CH:3]\[CH2:4][CH2:5][CH3:6])[CH2:17][CH2:16][C:15]=3[CH:14]=2)[CH2:19]1, predict the reactants needed to synthesize it.